Dataset: NCI-60 drug combinations with 297,098 pairs across 59 cell lines. Task: Regression. Given two drug SMILES strings and cell line genomic features, predict the synergy score measuring deviation from expected non-interaction effect. (1) Drug 1: CN1CCC(CC1)COC2=C(C=C3C(=C2)N=CN=C3NC4=C(C=C(C=C4)Br)F)OC. Drug 2: C1=NC(=NC(=O)N1C2C(C(C(O2)CO)O)O)N. Cell line: NCI-H322M. Synergy scores: CSS=33.7, Synergy_ZIP=1.22, Synergy_Bliss=3.77, Synergy_Loewe=-0.721, Synergy_HSA=5.22. (2) Drug 1: CCCS(=O)(=O)NC1=C(C(=C(C=C1)F)C(=O)C2=CNC3=C2C=C(C=N3)C4=CC=C(C=C4)Cl)F. Drug 2: COC1=C2C(=CC3=C1OC=C3)C=CC(=O)O2. Cell line: HCT-15. Synergy scores: CSS=-3.04, Synergy_ZIP=2.25, Synergy_Bliss=2.31, Synergy_Loewe=0.405, Synergy_HSA=-0.843. (3) Drug 1: CC1=C(C(=O)C2=C(C1=O)N3CC4C(C3(C2COC(=O)N)OC)N4)N. Drug 2: CC1C(C(CC(O1)OC2CC(CC3=C2C(=C4C(=C3O)C(=O)C5=C(C4=O)C(=CC=C5)OC)O)(C(=O)CO)O)N)O.Cl. Cell line: IGROV1. Synergy scores: CSS=37.3, Synergy_ZIP=-4.41, Synergy_Bliss=-4.23, Synergy_Loewe=-3.83, Synergy_HSA=0.547. (4) Drug 1: COC1=CC(=CC(=C1O)OC)C2C3C(COC3=O)C(C4=CC5=C(C=C24)OCO5)OC6C(C(C7C(O6)COC(O7)C8=CC=CS8)O)O. Drug 2: CC1=C(N=C(N=C1N)C(CC(=O)N)NCC(C(=O)N)N)C(=O)NC(C(C2=CN=CN2)OC3C(C(C(C(O3)CO)O)O)OC4C(C(C(C(O4)CO)O)OC(=O)N)O)C(=O)NC(C)C(C(C)C(=O)NC(C(C)O)C(=O)NCCC5=NC(=CS5)C6=NC(=CS6)C(=O)NCCC[S+](C)C)O. Cell line: COLO 205. Synergy scores: CSS=62.3, Synergy_ZIP=8.00, Synergy_Bliss=8.25, Synergy_Loewe=6.32, Synergy_HSA=10.0. (5) Drug 1: CC1=C2C(C(=O)C3(C(CC4C(C3C(C(C2(C)C)(CC1OC(=O)C(C(C5=CC=CC=C5)NC(=O)OC(C)(C)C)O)O)OC(=O)C6=CC=CC=C6)(CO4)OC(=O)C)OC)C)OC. Drug 2: C1=CC=C(C=C1)NC(=O)CCCCCCC(=O)NO. Cell line: A549. Synergy scores: CSS=46.1, Synergy_ZIP=-0.124, Synergy_Bliss=-2.23, Synergy_Loewe=-12.2, Synergy_HSA=-0.175. (6) Drug 1: C1=CC(=CC=C1CC(C(=O)O)N)N(CCCl)CCCl.Cl. Drug 2: C1C(C(OC1N2C=NC3=C(N=C(N=C32)Cl)N)CO)O. Cell line: UACC-257. Synergy scores: CSS=-4.92, Synergy_ZIP=1.61, Synergy_Bliss=-1.90, Synergy_Loewe=-7.41, Synergy_HSA=-6.66. (7) Drug 1: CS(=O)(=O)CCNCC1=CC=C(O1)C2=CC3=C(C=C2)N=CN=C3NC4=CC(=C(C=C4)OCC5=CC(=CC=C5)F)Cl. Drug 2: C1=CN(C=N1)CC(O)(P(=O)(O)O)P(=O)(O)O. Cell line: UACC62. Synergy scores: CSS=4.63, Synergy_ZIP=-0.974, Synergy_Bliss=-0.508, Synergy_Loewe=-0.356, Synergy_HSA=-0.937. (8) Drug 1: CN1CCC(CC1)COC2=C(C=C3C(=C2)N=CN=C3NC4=C(C=C(C=C4)Br)F)OC. Drug 2: CC1OCC2C(O1)C(C(C(O2)OC3C4COC(=O)C4C(C5=CC6=C(C=C35)OCO6)C7=CC(=C(C(=C7)OC)O)OC)O)O. Cell line: NCIH23. Synergy scores: CSS=57.4, Synergy_ZIP=2.34, Synergy_Bliss=1.96, Synergy_Loewe=-6.87, Synergy_HSA=3.13. (9) Drug 1: CC1=C(C=C(C=C1)C(=O)NC2=CC(=CC(=C2)C(F)(F)F)N3C=C(N=C3)C)NC4=NC=CC(=N4)C5=CN=CC=C5. Drug 2: C1CCC(C(C1)N)N.C(=O)(C(=O)[O-])[O-].[Pt+4]. Cell line: SF-295. Synergy scores: CSS=21.7, Synergy_ZIP=-4.29, Synergy_Bliss=-1.23, Synergy_Loewe=3.34, Synergy_HSA=2.17. (10) Drug 1: CS(=O)(=O)C1=CC(=C(C=C1)C(=O)NC2=CC(=C(C=C2)Cl)C3=CC=CC=N3)Cl. Drug 2: C1=NC2=C(N1)C(=S)N=CN2. Cell line: DU-145. Synergy scores: CSS=10.2, Synergy_ZIP=-10.3, Synergy_Bliss=-13.4, Synergy_Loewe=-28.1, Synergy_HSA=-14.6.